Dataset: Forward reaction prediction with 1.9M reactions from USPTO patents (1976-2016). Task: Predict the product of the given reaction. (1) Given the reactants Br[C:2]1[CH:7]=[C:6]([O:8][CH3:9])[C:5]([NH:10][C:11](=[O:17])[CH2:12][C:13]([CH3:16])([CH3:15])[CH3:14])=[C:4]([O:18][CH3:19])[CH:3]=1.[CH2:20]1[C:29]2[C:24](=[CH:25][CH:26]=[CH:27][CH:28]=2)[CH2:23][CH2:22][NH:21]1.CC(C)([O-])C.[K+], predict the reaction product. The product is: [CH2:20]1[C:29]2[C:24](=[CH:25][CH:26]=[CH:27][CH:28]=2)[CH2:23][CH2:22][N:21]1[C:2]1[CH:7]=[C:6]([O:8][CH3:9])[C:5]([NH:10][C:11](=[O:17])[CH2:12][C:13]([CH3:16])([CH3:15])[CH3:14])=[C:4]([O:18][CH3:19])[CH:3]=1. (2) The product is: [CH3:31][O:30][C:27]1[CH:26]=[CH:25][C:24]([C:22]2[C:20]([C:17]3[CH:16]=[CH:15][C:14]([O:13][CH3:12])=[CH:19][CH:18]=3)=[N:1][C:2]3[C:10](=[CH:9][CH:8]=[C:4]([C:5]([OH:7])=[O:6])[CH:3]=3)[N:11]=2)=[CH:29][CH:28]=1. Given the reactants [NH2:1][C:2]1[CH:3]=[C:4]([CH:8]=[CH:9][C:10]=1[NH2:11])[C:5]([OH:7])=[O:6].[CH3:12][O:13][C:14]1[CH:19]=[CH:18][C:17]([C:20]([C:22]([C:24]2[CH:29]=[CH:28][C:27]([O:30][CH3:31])=[CH:26][CH:25]=2)=O)=O)=[CH:16][CH:15]=1.C(O)(=O)C.O, predict the reaction product. (3) Given the reactants [C:1]([O:5][C:6]([N:8]1[CH2:13][CH2:12][N:11]([C:14]2[CH:19]=[CH:18][C:17]([N+:20]([O-])=O)=[C:16]([CH3:23])[CH:15]=2)[CH2:10][CH2:9]1)=[O:7])([CH3:4])([CH3:3])[CH3:2], predict the reaction product. The product is: [C:1]([O:5][C:6]([N:8]1[CH2:13][CH2:12][N:11]([C:14]2[CH:19]=[CH:18][C:17]([NH2:20])=[C:16]([CH3:23])[CH:15]=2)[CH2:10][CH2:9]1)=[O:7])([CH3:4])([CH3:3])[CH3:2]. (4) Given the reactants CO[C:3](=[O:32])[CH:4]([NH:24][C:25]([O:27][C:28]([CH3:31])([CH3:30])[CH3:29])=[O:26])[CH2:5][C:6]1[CH:11]=[CH:10][C:9]([O:12][CH2:13][C:14]2[CH:19]=[CH:18][C:17]([C:20]([CH3:23])([CH3:22])[CH3:21])=[CH:16][CH:15]=2)=[CH:8][CH:7]=1.[OH-].[Na+].CCN=C=NCCCN(C)C.Cl.[C:47]([O:66][NH2:67])([C:60]1[CH:65]=[CH:64][CH:63]=[CH:62][CH:61]=1)([C:54]1[CH:59]=[CH:58][CH:57]=[CH:56][CH:55]=1)[C:48]1[CH:53]=[CH:52][CH:51]=[CH:50][CH:49]=1, predict the reaction product. The product is: [C:28]([O:27][C:25]([NH:24][C@@H:4]([CH2:5][C:6]1[CH:7]=[CH:8][C:9]([O:12][CH2:13][C:14]2[CH:19]=[CH:18][C:17]([C:20]([CH3:22])([CH3:21])[CH3:23])=[CH:16][CH:15]=2)=[CH:10][CH:11]=1)[C:3]([NH:67][O:66][C:47]([C:48]1[CH:53]=[CH:52][CH:51]=[CH:50][CH:49]=1)([C:60]1[CH:61]=[CH:62][CH:63]=[CH:64][CH:65]=1)[C:54]1[CH:55]=[CH:56][CH:57]=[CH:58][CH:59]=1)=[O:32])=[O:26])([CH3:30])([CH3:31])[CH3:29]. (5) Given the reactants [CH3:1][CH:2]([C:8]([O:10]CC)=O)[C:3]([O:5][CH2:6][CH3:7])=[O:4].N1C=CC=CC=1.[F:19][C:20]1[CH:21]=[CH:22][C:23]([CH3:27])=[C:24]([CH:26]=1)[NH2:25], predict the reaction product. The product is: [F:19][C:20]1[CH:21]=[CH:22][C:23]([CH3:27])=[C:24]([NH:25][C:8](=[O:10])[CH:2]([CH3:1])[C:3]([O:5][CH2:6][CH3:7])=[O:4])[CH:26]=1. (6) Given the reactants [F:1][CH2:2][C:3]([CH2:7][F:8])([OH:6])[C:4]#[CH:5].[H-].[Na+].[CH2:11]([S:14](Cl)(=[O:16])=[O:15])[CH2:12][CH3:13].O, predict the reaction product. The product is: [CH2:11]([S:14]([O:6][C:3]([CH2:7][F:8])([C:4]#[CH:5])[CH2:2][F:1])(=[O:16])=[O:15])[CH2:12][CH3:13].